Predict the reactants needed to synthesize the given product. From a dataset of Full USPTO retrosynthesis dataset with 1.9M reactions from patents (1976-2016). (1) Given the product [Cl:31][C:25]1[N:26]=[C:27]([NH:40][S:37]([CH:34]2[CH2:36][CH2:35]2)(=[O:39])=[O:38])[CH:28]=[CH:29][C:24]=1[O:23][CH2:22][C:21]([N:9]1[CH2:10][CH2:11][C:12]2[N:16]=[C:15]3[S:17][C:18]([CH3:20])=[N:19][N:14]3[C:13]=2[CH:8]1[C:5]1[CH:6]=[CH:7][C:2]([Cl:1])=[CH:3][C:4]=1[F:33])=[O:32], predict the reactants needed to synthesize it. The reactants are: [Cl:1][C:2]1[CH:7]=[CH:6][C:5]([CH:8]2[C:13]3[N:14]4[N:19]=[C:18]([CH3:20])[S:17][C:15]4=[N:16][C:12]=3[CH2:11][CH2:10][N:9]2[C:21](=[O:32])[CH2:22][O:23][C:24]2[C:25]([Cl:31])=[N:26][C:27](I)=[CH:28][CH:29]=2)=[C:4]([F:33])[CH:3]=1.[CH:34]1([S:37]([NH2:40])(=[O:39])=[O:38])[CH2:36][CH2:35]1. (2) The reactants are: [H-].[Na+].[CH3:3][C:4]1[CH:8]=[C:7]([C:9]([O:11][CH2:12][CH3:13])=[O:10])[NH:6][N:5]=1.Br[CH2:15][CH2:16][O:17][CH:18]1[CH2:23][CH2:22][CH2:21][CH2:20][O:19]1.[I-].[Li+]. Given the product [CH2:12]([O:11][C:9]([C:7]1[CH:8]=[C:4]([CH3:3])[N:5]([CH2:15][CH2:16][O:17][CH:18]2[CH2:23][CH2:22][CH2:21][CH2:20][O:19]2)[N:6]=1)=[O:10])[CH3:13], predict the reactants needed to synthesize it. (3) Given the product [CH3:18][S:19]([O:6][CH2:5][CH2:4][CH2:3][C:2]([CH3:7])([N+:8]([O-:10])=[O:9])[CH3:1])(=[O:21])=[O:20], predict the reactants needed to synthesize it. The reactants are: [CH3:1][C:2]([N+:8]([O-:10])=[O:9])([CH3:7])[CH2:3][CH2:4][CH2:5][OH:6].C(N(CC)CC)C.[CH3:18][S:19](Cl)(=[O:21])=[O:20]. (4) Given the product [N+:20]([C:23]1[C:24](=[O:25])[O:17][C:11]2[C:12]([CH:13]=1)=[CH:15][CH:16]=[C:9]([N:8]([CH2:18][CH3:19])[CH2:6][CH3:7])[CH:10]=2)([O-:22])=[O:21], predict the reactants needed to synthesize it. The reactants are: C(O)CCC.[CH2:6]([N:8]([CH2:18][CH3:19])[C:9]1[CH:10]=[C:11]([OH:17])[C:12](=[CH:15][CH:16]=1)[CH:13]=O)[CH3:7].[N+:20]([CH2:23][C:24](OCC)=[O:25])([O-:22])=[O:21].N1CCCCC1.